This data is from Catalyst prediction with 721,799 reactions and 888 catalyst types from USPTO. The task is: Predict which catalyst facilitates the given reaction. (1) Reactant: C[O:2][C:3]([C:5]1[CH:24]=[CH:23][C:8]2[NH:9][C:10]([C:12]3[C:16]([C:17](=[O:22])[NH:18][CH:19]([CH3:21])[CH3:20])=[CH:15][NH:14][N:13]=3)=[N:11][C:7]=2[CH:6]=1)=[O:4]. Product: [CH:19]([NH:18][C:17]([C:16]1[C:12]([C:10]2[NH:9][C:8]3[CH:23]=[CH:24][C:5]([C:3]([OH:4])=[O:2])=[CH:6][C:7]=3[N:11]=2)=[N:13][NH:14][CH:15]=1)=[O:22])([CH3:21])[CH3:20]. The catalyst class is: 5. (2) Reactant: C([O:3][C:4](=[O:29])[C:5]([OH:28])([C:9](=[O:27])[NH:10][C@@H:11]1[C:17](=[O:18])[NH:16][C:15]2[CH:19]=[CH:20][CH:21]=[CH:22][C:14]=2[C:13]2[CH:23]=[CH:24][CH:25]=[CH:26][C:12]1=2)[CH2:6][CH2:7][CH3:8])C.[OH-].[Li+]. Product: [OH:28][C:5]([C:9](=[O:27])[NH:10][C@@H:11]1[C:17](=[O:18])[NH:16][C:15]2[CH:19]=[CH:20][CH:21]=[CH:22][C:14]=2[C:13]2[CH:23]=[CH:24][CH:25]=[CH:26][C:12]1=2)([CH2:6][CH2:7][CH3:8])[C:4]([OH:29])=[O:3]. The catalyst class is: 30. (3) Reactant: [CH3:1][O:2][C:3]1[CH:8]=[CH:7][C:6]([N:9]2[CH2:14][CH2:13][N:12]([C:15]3[C:16]([CH3:38])=[C:17]([CH3:37])[C:18]4[O:22][C:21]([CH2:24][N:25]5[CH2:34][CH2:33][C:28]6(OCC[O:29]6)[CH2:27][CH2:26]5)([CH3:23])[CH2:20][C:19]=4[C:35]=3[CH3:36])[CH2:11][CH2:10]2)=[CH:5][CH:4]=1.Cl.C(OCC)(=O)C.Cl.O.C(=O)(O)[O-].[Na+]. Product: [CH3:1][O:2][C:3]1[CH:4]=[CH:5][C:6]([N:9]2[CH2:10][CH2:11][N:12]([C:15]3[C:16]([CH3:38])=[C:17]([CH3:37])[C:18]4[O:22][C:21]([CH2:24][N:25]5[CH2:34][CH2:33][C:28](=[O:29])[CH2:27][CH2:26]5)([CH3:23])[CH2:20][C:19]=4[C:35]=3[CH3:36])[CH2:13][CH2:14]2)=[CH:7][CH:8]=1. The catalyst class is: 13. (4) Reactant: C(OOC(=O)C1C=CC=CC=1)(=O)C1C=CC=CC=1.[CH3:19][C:20]1[CH:25]=[CH:24][C:23]([C:26]2[O:30][N:29]=[CH:28][CH:27]=2)=[CH:22][CH:21]=1.[Br:31]N1C(=O)CCC1=O. Product: [Br:31][CH2:19][C:20]1[CH:25]=[CH:24][C:23]([C:26]2[O:30][N:29]=[CH:28][CH:27]=2)=[CH:22][CH:21]=1. The catalyst class is: 53. (5) Reactant: [CH3:1][C@H:2]1[C@:7]2([CH3:15])[CH2:8][C@H:9]([C:12]([CH3:14])=[CH2:13])[CH2:10][CH2:11][C:6]2=[CH:5][CH2:4][CH2:3]1.[OH:16]O. Product: [CH3:1][C@H:2]1[C@:7]2([CH3:15])[CH2:8][C@H:9]([C:12]3([CH3:14])[O:16][CH2:13]3)[CH2:10][CH2:11][C:6]2=[CH:5][CH2:4][CH2:3]1. The catalyst class is: 10. (6) Reactant: [Cl:1][C:2]1[CH:9]=[CH:8][C:5]([CH2:6][NH2:7])=[CH:4][CH:3]=1.Cl[C:11]1[C:16]([N+:17]([O-:19])=[O:18])=[CH:15][CH:14]=[C:13]([Cl:20])[N:12]=1.C([O-])([O-])=O.[K+].[K+]. Product: [Cl:1][C:2]1[CH:9]=[CH:8][C:5]([CH2:6][NH:7][C:11]2[C:16]([N+:17]([O-:19])=[O:18])=[CH:15][CH:14]=[C:13]([Cl:20])[N:12]=2)=[CH:4][CH:3]=1. The catalyst class is: 23. (7) Reactant: C[Si]([C:5]#[C:6][C:7]1[CH:8]=[C:9]([CH:13]=[CH:14][CH:15]=1)[C:10]([NH2:12])=[O:11])(C)C.CCCC[N+](CCCC)(CCCC)CCCC.[F-].O. Product: [C:6]([C:7]1[CH:8]=[C:9]([CH:13]=[CH:14][CH:15]=1)[C:10]([NH2:12])=[O:11])#[CH:5]. The catalyst class is: 1.